The task is: Predict the reaction yield, written as a fraction of the theoretical maximum amount of product (1.0 means a 100% yield; for example, 0.34 means a 34% yield).. This data is from Reaction yield outcomes from USPTO patents with 853,638 reactions. (1) The reactants are Cl[C:2]1[C:3]([NH2:12])=[N:4][C:5]2[C:10]([N:11]=1)=[CH:9][CH:8]=[CH:7][CH:6]=2.[NH2:13][CH:14]([CH2:17][CH3:18])[CH2:15][CH3:16]. No catalyst specified. The product is [CH3:16][CH2:15][CH:14]([NH:13][C:2]1[C:3]([NH2:12])=[N:4][C:5]2[C:10](=[CH:9][CH:8]=[CH:7][CH:6]=2)[N:11]=1)[CH2:17][CH3:18]. The yield is 0.780. (2) The catalyst is C1(C)C=CC=CC=1.C(O)C. The product is [CH3:27][O:28][C:29]1[CH:30]=[C:31]2[C:36](=[CH:37][C:38]=1[O:39][CH3:40])[N:35]=[CH:34][CH:33]=[C:32]2[O:41][C:42]1[CH:48]=[CH:47][C:45]([NH:46][C:60]([NH:59][C:57](=[O:58])[C:51]2[CH:52]=[CH:53][CH:54]=[C:55]([CH3:56])[C:50]=2[CH3:49])=[S:61])=[CH:44][CH:43]=1. The reactants are S(Cl)(Cl)=O.CC1C(C)=CC=CC=1C(O)=O.CC1C(C)=CC=CC=1C(Cl)=O.[CH3:27][O:28][C:29]1[CH:30]=[C:31]2[C:36](=[CH:37][C:38]=1[O:39][CH3:40])[N:35]=[CH:34][CH:33]=[C:32]2[O:41][C:42]1[CH:48]=[CH:47][C:45]([NH2:46])=[CH:44][CH:43]=1.[CH3:49][C:50]1[C:55]([CH3:56])=[CH:54][CH:53]=[CH:52][C:51]=1[C:57]([N:59]=[C:60]=[S:61])=[O:58]. The yield is 0.980. (3) The reactants are [C:1]1([C:7](=O)[CH2:8][C:9]2[CH:14]=[CH:13][CH:12]=[CH:11][C:10]=2[CH3:15])[CH:6]=[CH:5][CH:4]=[CH:3][CH:2]=1.[CH2:17]([O:19][C:20]1[CH:21]=[C:22]([CH:25]=[C:26]([N+:29]([O-:31])=[O:30])[C:27]=1[OH:28])[CH:23]=O)[CH3:18].[NH2:32][C:33]([NH2:35])=[O:34].Cl. The catalyst is C(O)C. The product is [CH2:17]([O:19][C:20]1[CH:21]=[C:22]([CH:23]2[C:8]([C:9]3[CH:14]=[CH:13][CH:12]=[CH:11][C:10]=3[CH3:15])=[C:7]([C:1]3[CH:6]=[CH:5][CH:4]=[CH:3][CH:2]=3)[NH:35][C:33](=[O:34])[NH:32]2)[CH:25]=[C:26]([N+:29]([O-:31])=[O:30])[C:27]=1[OH:28])[CH3:18]. The yield is 0.104. (4) The reactants are [CH3:1][O:2][CH:3]1[CH2:6][N:5]([C:7]([N:9]2[CH2:14][CH:13]([C:15]3[CH:20]=[CH:19][C:18]([C:21]([F:24])([F:23])[F:22])=[CH:17][CH:16]=3)[CH2:12][CH:11]([C:25](O)=[O:26])[CH2:10]2)=[O:8])[CH2:4]1.O[N:29]=[C:30]([NH2:32])[CH3:31]. No catalyst specified. The product is [CH3:1][O:2][CH:3]1[CH2:6][N:5]([C:7]([N:9]2[CH2:14][CH:13]([C:15]3[CH:20]=[CH:19][C:18]([C:21]([F:24])([F:23])[F:22])=[CH:17][CH:16]=3)[CH2:12][CH:11]([C:25]3[O:26][N:32]=[C:30]([CH3:31])[N:29]=3)[CH2:10]2)=[O:8])[CH2:4]1. The yield is 0.500. (5) The reactants are [CH3:1][C:2]1([CH3:20])[C:6]([CH3:8])([CH3:7])[O:5][B:4]([C:9]2[CH:14]=[CH:13][CH:12]=[CH:11][C:10]=2[NH:15][S:16]([CH3:19])(=[O:18])=[O:17])[O:3]1.[C:21]([O-])([O-])=O.[K+].[K+].CC(C)=O.IC. The catalyst is C(OCC)(=O)C. The product is [CH3:21][N:15]([C:10]1[CH:11]=[CH:12][CH:13]=[CH:14][C:9]=1[B:4]1[O:3][C:2]([CH3:20])([CH3:1])[C:6]([CH3:7])([CH3:8])[O:5]1)[S:16]([CH3:19])(=[O:18])=[O:17]. The yield is 0.880. (6) The catalyst is C(O)C. The reactants are [CH2:1]([N:8]1[C:16]2[CH:15]=[CH:14][C:13]([F:17])=[CH:12][C:11]=2[C:10]2[N:18](C3CCCCO3)[N:19]=[CH:20][C:9]1=2)[C:2]1[CH:7]=[CH:6][CH:5]=[CH:4][CH:3]=1.Cl. The product is [CH2:1]([N:8]1[C:16]2[CH:15]=[CH:14][C:13]([F:17])=[CH:12][C:11]=2[C:10]2[NH:18][N:19]=[CH:20][C:9]1=2)[C:2]1[CH:3]=[CH:4][CH:5]=[CH:6][CH:7]=1. The yield is 0.160. (7) The reactants are [C@:1]12(CS(O)(=O)=O)[C:2](C)([CH3:4])[CH:1]([CH2:7][CH2:7]1)[CH2:4][C:2]2=O.[NH2:16][C@:17]1([C:24]([O-:26])=[O:25])[CH2:21][C:20](=[O:22])[NH:19][C:18]1=[O:23].[C:27]([O-])(=O)[CH3:28].[Na+].COC1CCC(OC)O1. The catalyst is C(O)(=O)C.C(OCC)(=O)C. The product is [O:23]=[C:18]1[C@@:17]([N:16]2[CH:4]=[CH:2][CH:1]=[CH:7]2)([C:24]([O:26][CH2:27][CH3:28])=[O:25])[CH2:21][C:20](=[O:22])[NH:19]1. The yield is 0.970.